From a dataset of Reaction yield outcomes from USPTO patents with 853,638 reactions. Predict the reaction yield, written as a fraction of the theoretical maximum amount of product (1.0 means a 100% yield; for example, 0.34 means a 34% yield). (1) The reactants are F[C:2]1[CH:7]=[CH:6][C:5]([NH:8][C:9](=[O:34])[NH:10][C:11]2[CH:16]=[CH:15][C:14]([C:17]3[CH:25]=[C:24]4[C:20]([CH2:21][N:22]([C@@H:27]([CH:31]([CH3:33])[CH3:32])[C:28]([OH:30])=[O:29])[C:23]4=[O:26])=[CH:19][CH:18]=3)=[CH:13][CH:12]=2)=[CH:4][CH:3]=1.[CH3:35][O:36]C(=O)[C@@H](N1CC2C(=CC(C3C=CC(NC(NC4C=CC(OC)=CC=4)=O)=CC=3)=CC=2)C1=O)C(C)C. No catalyst specified. The product is [CH3:35][O:36][C:3]1[CH:4]=[C:5]([NH:8][C:9](=[O:34])[NH:10][C:11]2[CH:16]=[CH:15][C:14]([C:17]3[CH:25]=[C:24]4[C:20]([CH2:21][N:22]([C@@H:27]([CH:31]([CH3:33])[CH3:32])[C:28]([OH:30])=[O:29])[C:23]4=[O:26])=[CH:19][CH:18]=3)=[CH:13][CH:12]=2)[CH:6]=[CH:7][CH:2]=1. The yield is 0.860. (2) The reactants are [CH3:1][N:2]([S:23]([C:26]1[S:27][CH:28]=[CH:29][CH:30]=1)(=[O:25])=[O:24])[C:3]1[CH:4]=[CH:5][CH:6]=[C:7]2[C:11]=1[NH:10][C:9]([C:12]1[S:13][CH:14]=[C:15]([CH2:17][C:18]([O:20]CC)=[O:19])[N:16]=1)=[CH:8]2.[OH-].[Na+].O1CCCC1.C(O)(=O)CC(CC(O)=O)(C(O)=O)O. The catalyst is CO. The product is [CH3:1][N:2]([S:23]([C:26]1[S:27][CH:28]=[CH:29][CH:30]=1)(=[O:25])=[O:24])[C:3]1[CH:4]=[CH:5][CH:6]=[C:7]2[C:11]=1[NH:10][C:9]([C:12]1[S:13][CH:14]=[C:15]([CH2:17][C:18]([OH:20])=[O:19])[N:16]=1)=[CH:8]2. The yield is 0.630. (3) The reactants are C(N(CC)CC)C.[CH:8]([C:10]1[C:18]2[C:13](=[CH:14][CH:15]=[C:16]([O:19][CH3:20])[CH:17]=2)[N:12](C(OC(C)(C)C)=O)[CH:11]=1)=[O:9].[CH:28](=[N:35][C:36]1[CH:41]=[CH:40][CH:39]=[C:38]([O:42][CH3:43])[CH:37]=1)[C:29]1[CH:34]=[CH:33][CH:32]=[CH:31][CH:30]=1. The catalyst is [Cl-].C([N+]1C(C)=C(CCO)SC=1)C1C=CC=CC=1.C(O)C. The product is [CH3:20][O:19][C:16]1[CH:17]=[C:18]2[C:13](=[CH:14][CH:15]=1)[NH:12][CH:11]=[C:10]2[C:8](=[O:9])[CH:28]([NH:35][C:36]1[CH:41]=[CH:40][CH:39]=[C:38]([O:42][CH3:43])[CH:37]=1)[C:29]1[CH:30]=[CH:31][CH:32]=[CH:33][CH:34]=1. The yield is 0.220. (4) The yield is 0.810. The catalyst is ClCCl.C(O)C.O. The reactants are [CH2:1]1[C:9]2[C:4](=[CH:5][CH:6]=[CH:7][CH:8]=2)[CH2:3][N:2]1[N:10](C)[C:11](=O)OC(C)(C)C.[ClH:19].O1CCOCC1. The product is [ClH:19].[CH3:11][NH:10][N:2]1[CH2:3][C:4]2[C:9](=[CH:8][CH:7]=[CH:6][CH:5]=2)[CH2:1]1. (5) The reactants are C(OC([N:8]1[CH2:13][CH2:12][CH:11]([NH:14][CH2:15][CH:16]([OH:25])[C:17]2[CH:22]=[CH:21][N:20]=[C:19]([S:23][CH3:24])[N:18]=2)[CH2:10][CH2:9]1)=O)(C)(C)C.CCOC(C)=O.[ClH:32]. The catalyst is O1CCOCC1. The product is [ClH:32].[ClH:32].[CH3:24][S:23][C:19]1[N:18]=[C:17]([CH:16]([OH:25])[CH2:15][NH:14][CH:11]2[CH2:10][CH2:9][NH:8][CH2:13][CH2:12]2)[CH:22]=[CH:21][N:20]=1. The yield is 0.932.